Predict the reactants needed to synthesize the given product. From a dataset of Full USPTO retrosynthesis dataset with 1.9M reactions from patents (1976-2016). (1) Given the product [C:1]([O:5][C:6]([N:8]1[CH2:12][C@H:11]([F:13])[C@@H:10]([O:14][CH3:15])[C@H:9]1[C:16](=[O:18])[NH:26][CH2:24][C@H:39]1[CH2:40][C:38]1([Cl:37])[Cl:43])=[O:7])([CH3:2])([CH3:3])[CH3:4], predict the reactants needed to synthesize it. The reactants are: [C:1]([O:5][C:6]([N:8]1[CH2:12][C@H:11]([F:13])[C@@H:10]([O:14][CH3:15])[C@H:9]1[C:16]([OH:18])=O)=[O:7])([CH3:4])([CH3:3])[CH3:2].C(O[C:24]([N:26]1C[C@@H](OC)[C@H](F)[C@H]1C(O)=O)=O)(C)(C)C.[Cl:37][C:38]1([Cl:43])[CH2:40][C@H:39]1NC.CN(C(ON1N=NC2C=CC=CC1=2)=[N+](C)C)C.F[P-](F)(F)(F)(F)F.CCN(C(C)C)C(C)C. (2) Given the product [OH:35][CH:32]([CH2:33][OH:34])[CH2:31][NH:30][C:25](=[O:27])[C:24]([C:21]1[CH:20]=[CH:19][C:18]([C:16]([NH:15][C:13]2[N:14]=[C:9]3[CH:8]=[CH:7][C:6]([N:1]4[CH:5]=[CH:4][N:3]=[CH:2]4)=[CH:11][N:10]3[CH:12]=2)=[O:17])=[CH:23][CH:22]=1)([CH3:28])[CH3:29], predict the reactants needed to synthesize it. The reactants are: [N:1]1([C:6]2[CH:7]=[CH:8][C:9]3[N:10]([CH:12]=[C:13]([NH:15][C:16]([C:18]4[CH:23]=[CH:22][C:21]([C:24]([CH3:29])([CH3:28])[C:25]([OH:27])=O)=[CH:20][CH:19]=4)=[O:17])[N:14]=3)[CH:11]=2)[CH:5]=[CH:4][N:3]=[CH:2]1.[NH2:30][CH2:31][CH:32]([OH:35])[CH2:33][OH:34].CCN=C=NCCCN(C)C.C1C=CC2N(O)N=NC=2C=1. (3) Given the product [CH2:8]([O:10][C:11]([C:13]1[C:22](=[O:23])[C:21]2[C:16](=[N:17][C:18]([Br:49])=[C:19]([CH2:24][C:25]3[CH:30]=[CH:29][CH:28]=[C:27]([Cl:31])[C:26]=3[F:32])[CH:20]=2)[N:15]([C@H:34]([C:39]([CH3:47])([CH3:46])[O:40][SiH2:41][C:42]([CH3:45])([CH3:44])[CH3:43])[C:35]([CH3:38])([CH3:37])[CH3:36])[CH:14]=1)=[O:12])[CH3:9], predict the reactants needed to synthesize it. The reactants are: N(OC(C)(C)C)=O.[CH2:8]([O:10][C:11]([C:13]1[C:22](=[O:23])[C:21]2[C:16](=[N:17][C:18](N)=[C:19]([CH2:24][C:25]3[CH:30]=[CH:29][CH:28]=[C:27]([Cl:31])[C:26]=3[F:32])[CH:20]=2)[N:15]([C@H:34]([C:39]([CH3:47])([CH3:46])[O:40][SiH2:41][C:42]([CH3:45])([CH3:44])[CH3:43])[C:35]([CH3:38])([CH3:37])[CH3:36])[CH:14]=1)=[O:12])[CH3:9].C(Br)(Br)[Br:49]. (4) Given the product [OH:4][CH2:3][C@@H:2]([N:1]1[C:11](=[O:12])[C:19]2[C:14](=[CH:15][CH:16]=[CH:17][CH:18]=2)[C:13]1=[O:20])[C:5]1[CH:10]=[CH:9][CH:8]=[CH:7][CH:6]=1, predict the reactants needed to synthesize it. The reactants are: [NH2:1][C@@H:2]([C:5]1[CH:10]=[CH:9][CH:8]=[CH:7][CH:6]=1)[CH2:3][OH:4].[C:11]1(=O)[C:19]2[C:14](=[CH:15][CH:16]=[CH:17][CH:18]=2)[C:13](=[O:20])[O:12]1. (5) Given the product [Cl:1][C:2]1[CH:7]=[CH:6][CH:5]=[C:4]([CH3:8])[C:3]=1[NH:9][C:10]1[NH:11][C:12]2[C:18]3[CH2:19][C:20]([CH3:22])([CH3:23])[O:21][C:17]=3[C:16]([C:24]([NH:34][C:33]3[C:32]([F:31])=[CH:38][C:37]([F:39])=[CH:36][C:35]=3[F:40])=[O:25])=[CH:15][C:13]=2[N:14]=1, predict the reactants needed to synthesize it. The reactants are: [Cl:1][C:2]1[CH:7]=[CH:6][CH:5]=[C:4]([CH3:8])[C:3]=1[NH:9][C:10]1[NH:11][C:12]2[C:18]3[CH2:19][C:20]([CH3:23])([CH3:22])[O:21][C:17]=3[C:16]([C:24](O)=[O:25])=[CH:15][C:13]=2[N:14]=1.S(Cl)(Cl)=O.[F:31][C:32]1[CH:38]=[C:37]([F:39])[CH:36]=[C:35]([F:40])[C:33]=1[NH2:34].CCN(C(C)C)C(C)C. (6) The reactants are: [CH2:1]([O:8][C:9]1[C:14]2[CH:15]=[C:16]([C:18]3[N:19]=[C:20]4[N:24]([CH:25]=3)[N:23]=[C:22](Br)[S:21]4)[O:17][C:13]=2[CH:12]=[CH:11][CH:10]=1)[C:2]1[CH:7]=[CH:6][CH:5]=[CH:4][CH:3]=1.[CH3:27][O-:28].[Na+]. Given the product [CH2:1]([O:8][C:9]1[C:14]2[CH:15]=[C:16]([C:18]3[N:19]=[C:20]4[N:24]([CH:25]=3)[N:23]=[C:22]([O:28][CH3:27])[S:21]4)[O:17][C:13]=2[CH:12]=[CH:11][CH:10]=1)[C:2]1[CH:7]=[CH:6][CH:5]=[CH:4][CH:3]=1, predict the reactants needed to synthesize it. (7) Given the product [NH2:35][C@H:32]1[CH2:33][CH2:34][C@H:29]([NH:36][C:13]2[CH:14]=[C:9]([NH:8][C:6]3[CH:5]=[CH:4][CH:3]=[C:2]([Br:1])[N:7]=3)[C:10]3[N:11]([C:16]([C:19]([NH:21][C:22]4[CH:27]=[CH:26][N:25]=[CH:24][C:23]=4[F:28])=[O:20])=[CH:17][N:18]=3)[N:12]=2)[CH2:30][CH2:31]1, predict the reactants needed to synthesize it. The reactants are: [Br:1][C:2]1[N:7]=[C:6]([NH:8][C:9]2[C:10]3[N:11]([C:16]([C:19]([NH:21][C:22]4[CH:27]=[CH:26][N:25]=[CH:24][C:23]=4[F:28])=[O:20])=[CH:17][N:18]=3)[N:12]=[C:13](Cl)[CH:14]=2)[CH:5]=[CH:4][CH:3]=1.[C@H:29]1([NH2:36])[CH2:34][CH2:33][C@H:32]([NH2:35])[CH2:31][CH2:30]1. (8) Given the product [F:31][C:24]([F:32])([C:25]1[CH:30]=[CH:29][CH:28]=[CH:27][N:26]=1)[CH2:23][NH:1][C:2]1[CH:7]=[CH:6][CH:5]=[C:4]([OH:8])[C:3]=1[NH:9][C:10](=[O:16])[O:11][C:12]([CH3:13])([CH3:15])[CH3:14], predict the reactants needed to synthesize it. The reactants are: [NH2:1][C:2]1[CH:7]=[CH:6][CH:5]=[C:4]([OH:8])[C:3]=1[NH:9][C:10](=[O:16])[O:11][C:12]([CH3:15])([CH3:14])[CH3:13].FC(F)(F)S(O[CH2:23][C:24]([F:32])([F:31])[C:25]1[CH:30]=[CH:29][CH:28]=[CH:27][N:26]=1)(=O)=O.CCN(C(C)C)C(C)C.